Task: Predict the product of the given reaction.. Dataset: Forward reaction prediction with 1.9M reactions from USPTO patents (1976-2016) (1) Given the reactants O[CH2:2][C:3]([CH3:10])([CH3:9])[CH2:4][CH2:5][C:6]([OH:8])=[O:7].C([O-])([O-])=O.[K+].[K+].IC.O, predict the reaction product. The product is: [CH3:2][C:3]1([CH3:10])[CH2:9][O:7][C:6](=[O:8])[CH2:5][CH2:4]1. (2) Given the reactants [F:1][C:2]1[C:7](B(O)O)=[CH:6][CH:5]=[CH:4][N:3]=1.[CH3:11][S:12]([O:15][C:16]1[CH:21]=[CH:20][C:19]([C:22]2([C:30]3[CH:31]=[N:32][CH:33]=[C:34](Br)[CH:35]=3)[C:26](=[O:27])[N:25]([CH3:28])[C:24]([NH2:29])=[N:23]2)=[CH:18][CH:17]=1)(=[O:14])=[O:13], predict the reaction product. The product is: [CH3:11][S:12]([O:15][C:16]1[CH:21]=[CH:20][C:19]([C:22]2([C:30]3[CH:35]=[C:34]([C:7]4[C:2]([F:1])=[N:3][CH:4]=[CH:5][CH:6]=4)[CH:33]=[N:32][CH:31]=3)[C:26](=[O:27])[N:25]([CH3:28])[C:24]([NH2:29])=[N:23]2)=[CH:18][CH:17]=1)(=[O:13])=[O:14].